Dataset: Full USPTO retrosynthesis dataset with 1.9M reactions from patents (1976-2016). Task: Predict the reactants needed to synthesize the given product. (1) The reactants are: [C:1]([C:5]1[O:9][N:8]=[C:7]([NH:10][C:11]([C@@H:13]2[CH2:18][CH2:17][CH2:16][CH2:15][N:14]2[C:19]([N:21]2[CH2:26][CH2:25][S:24][CH2:23][CH2:22]2)=[O:20])=[O:12])[CH:6]=1)([CH3:4])([CH3:3])[CH3:2].[OH:27]OS([O-])=O.[K+].O. Given the product [C:1]([C:5]1[O:9][N:8]=[C:7]([NH:10][C:11]([C@@H:13]2[CH2:18][CH2:17][CH2:16][CH2:15][N:14]2[C:19]([N:21]2[CH2:26][CH2:25][SH2:24](=[O:27])[CH2:23][CH2:22]2)=[O:20])=[O:12])[CH:6]=1)([CH3:4])([CH3:2])[CH3:3], predict the reactants needed to synthesize it. (2) Given the product [Cl:16][C:17]1[CH:24]=[CH:23][C:20]([CH2:21][NH:22][C:9](=[O:10])[O:11][C:12]([CH3:13])([CH3:14])[CH3:15])=[CH:19][C:18]=1[N+:25]([O-:27])=[O:26], predict the reactants needed to synthesize it. The reactants are: [C:9](O[C:9]([O:11][C:12]([CH3:15])([CH3:14])[CH3:13])=[O:10])([O:11][C:12]([CH3:15])([CH3:14])[CH3:13])=[O:10].[Cl:16][C:17]1[CH:24]=[CH:23][C:20]([CH2:21][NH2:22])=[CH:19][C:18]=1[N+:25]([O-:27])=[O:26].N. (3) Given the product [CH3:1][C:2]1[O:6][C:5]([C:7]2[CH:8]=[CH:9][CH:10]=[CH:11][CH:12]=2)=[N:4][C:3]=1[CH2:13][O:14][C:15]1[CH:16]=[CH:17][C:18]([CH2:21][CH2:22][CH2:23][O:24]/[N:27]=[C:30](/[C:31]2[CH:11]=[CH:12][CH:7]=[CH:8][CH:9]=2)\[C:32]([OH:35])=[O:34])=[CH:19][CH:20]=1, predict the reactants needed to synthesize it. The reactants are: [CH3:1][C:2]1[O:6][C:5]([C:7]2[CH:12]=[CH:11][CH:10]=[CH:9][CH:8]=2)=[N:4][C:3]=1[CH2:13][O:14][C:15]1[CH:20]=[CH:19][C:18]([CH2:21][CH2:22][CH2:23][OH:24])=[CH:17][CH:16]=1.C([N:27]([CH2:30][CH3:31])CC)C.[C:32]([O:35]CC)(=[O:34])C. (4) Given the product [F:19][C:18]1[C:13]([NH2:12])=[N:14][C:15]([O:7][CH2:6][C:5]2[CH:8]=[CH:9][C:2]([F:1])=[CH:3][CH:4]=2)=[N:16][CH:17]=1, predict the reactants needed to synthesize it. The reactants are: [F:1][C:2]1[CH:9]=[CH:8][C:5]([CH2:6][OH:7])=[CH:4][CH:3]=1.[H-].[Na+].[NH2:12][C:13]1[C:18]([F:19])=[CH:17][N:16]=[C:15](Cl)[N:14]=1. (5) Given the product [CH2:1]([O:8][C:9]1[CH:20]=[CH:19][C:12]2[CH:13]=[C:14]([CH:16]([OH:18])[CH3:17])[O:15][C:11]=2[CH:10]=1)[C:2]1[CH:3]=[CH:4][CH:5]=[CH:6][CH:7]=1, predict the reactants needed to synthesize it. The reactants are: [CH2:1]([O:8][C:9]1[CH:20]=[CH:19][C:12]2[CH:13]=[C:14]([C:16](=[O:18])[CH3:17])[O:15][C:11]=2[CH:10]=1)[C:2]1[CH:7]=[CH:6][CH:5]=[CH:4][CH:3]=1.[BH4-].[Na+].O. (6) Given the product [Cl:29][C:17]1[CH:16]=[C:15]([NH:14][C:13]2[C:8]3[C:5]4[CH:6]=[CH:7][C:2]([CH:38]=[CH2:39])=[CH:3][C:4]=4[S:30][C:9]=3[N:10]=[CH:11][N:12]=2)[CH:20]=[CH:19][C:18]=1[O:21][CH2:22][C:23]1[CH:28]=[CH:27][CH:26]=[CH:25][N:24]=1, predict the reactants needed to synthesize it. The reactants are: Br[C:2]1[CH:7]=[CH:6][C:5]2[C:8]3[C:13]([NH:14][C:15]4[CH:20]=[CH:19][C:18]([O:21][CH2:22][C:23]5[CH:28]=[CH:27][CH:26]=[CH:25][N:24]=5)=[C:17]([Cl:29])[CH:16]=4)=[N:12][CH:11]=[N:10][C:9]=3[S:30][C:4]=2[CH:3]=1.[K].C(=O)([O-])[O-].[Na+].[Na+].[CH3:38][CH2:39]OC(C)=O.